From a dataset of Full USPTO retrosynthesis dataset with 1.9M reactions from patents (1976-2016). Predict the reactants needed to synthesize the given product. (1) Given the product [CH3:44][C:43]1[O:42][C:41]([C:45]2[CH:50]=[CH:49][CH:48]=[CH:47][CH:46]=2)=[N:40][C:39]=1[CH2:38][O:37][C:36]1[CH:35]=[CH:34][C:11]([CH2:12][N:13]2[C:25]3[CH:24]=[CH:23][CH:22]=[C:21]([O:26][CH2:27][CH2:28][CH:29]([CH3:33])[C:30]([Cl:4])=[O:31])[C:20]=3[C:19]3[C:14]2=[CH:15][CH:16]=[CH:17][CH:18]=3)=[CH:10][C:9]=1[O:8][CH3:7], predict the reactants needed to synthesize it. The reactants are: C(Cl)(=O)C([Cl:4])=O.[CH3:7][O:8][C:9]1[CH:10]=[C:11]([CH:34]=[CH:35][C:36]=1[O:37][CH2:38][C:39]1[N:40]=[C:41]([C:45]2[CH:50]=[CH:49][CH:48]=[CH:47][CH:46]=2)[O:42][C:43]=1[CH3:44])[CH2:12][N:13]1[C:25]2[CH:24]=[CH:23][CH:22]=[C:21]([O:26][CH2:27][CH2:28][CH:29]([CH3:33])[C:30](O)=[O:31])[C:20]=2[C:19]2[C:14]1=[CH:15][CH:16]=[CH:17][CH:18]=2. (2) Given the product [CH3:24][C:20]1[N:19]=[C:18]([CH2:17][N:8]2[C:9]3[C:14](=[CH:13][CH:12]=[CH:11][CH:10]=3)[C:15](=[O:16])[C:6]([C:4]([OH:5])=[O:3])=[CH:7]2)[CH:23]=[CH:22][CH:21]=1, predict the reactants needed to synthesize it. The reactants are: C([O:3][C:4]([C:6]1[C:15](=[O:16])[C:14]2[C:9](=[CH:10][CH:11]=[CH:12][CH:13]=2)[N:8]([CH2:17][C:18]2[CH:23]=[CH:22][CH:21]=[C:20]([CH3:24])[N:19]=2)[CH:7]=1)=[O:5])C.[OH-].[Li+]. (3) Given the product [C:17]([O:16][C:14]([N:21]1[CH2:26][CH2:25][C:24]([C:5]2[CH:6]=[CH:7][C:8]([Cl:13])=[C:9]([O:11][CH3:12])[CH:10]=2)([OH:31])[CH2:23][CH2:22]1)=[O:15])([CH3:20])([CH3:19])[CH3:18], predict the reactants needed to synthesize it. The reactants are: [Mg].II.Br[C:5]1[CH:6]=[CH:7][C:8]([Cl:13])=[C:9]([O:11][CH3:12])[CH:10]=1.[C:14]([N:21]1[CH2:26][CH2:25][CH2:24][CH2:23][C:22]1=O)([O:16][C:17]([CH3:20])([CH3:19])[CH3:18])=[O:15].C1C[O:31]CC1. (4) Given the product [NH2:19][C:18]1[N:9]([C:4]2[CH:5]=[CH:6][CH:7]=[CH:8][C:3]=2[CH3:2])[N:10]=[CH:14][C:15]=1[C:16]#[N:17], predict the reactants needed to synthesize it. The reactants are: Cl.[CH3:2][C:3]1[CH:8]=[CH:7][CH:6]=[CH:5][C:4]=1[NH:9][NH2:10].C(O[CH:14]=[C:15]([C:18]#[N:19])[C:16]#[N:17])C.C(N(CC)CC)C. (5) Given the product [CH2:35]([O:34][CH2:33][CH:9]1[C:8](=[O:12])[CH:7]=[C:6]([O:5][CH2:1][CH:2]([CH3:4])[CH3:3])[CH2:11][CH2:10]1)[C:36]1[CH:41]=[CH:40][CH:39]=[CH:38][CH:37]=1, predict the reactants needed to synthesize it. The reactants are: [CH2:1]([O:5][C:6]1[CH2:11][CH2:10][CH2:9][C:8](=[O:12])[CH:7]=1)[CH:2]([CH3:4])[CH3:3].CN(P(N(C)C)(N(C)C)=O)C.C([N-]C(C)C)(C)C.[Li+].Cl[CH2:33][O:34][CH2:35][C:36]1[CH:41]=[CH:40][CH:39]=[CH:38][CH:37]=1. (6) Given the product [F:25][C:26]([F:32])([F:31])[S:27]([O:17][C:10]1[C:11]2[S:16][CH2:15][CH2:14][C:12]=2[N:13]=[C:8]([C:4]2[CH:5]=[CH:6][CH:7]=[C:2]([Cl:1])[CH:3]=2)[N:9]=1)(=[O:29])=[O:28], predict the reactants needed to synthesize it. The reactants are: [Cl:1][C:2]1[CH:3]=[C:4]([C:8]2[N:9]=[C:10]([OH:17])[C:11]3[S:16][CH2:15][CH2:14][C:12]=3[N:13]=2)[CH:5]=[CH:6][CH:7]=1.C(N(CC)CC)C.[F:25][C:26]([F:32])([F:31])[S:27](O)(=[O:29])=[O:28]. (7) Given the product [CH3:28][NH:27][S:26]([C:23]1[CH:24]=[C:25]2[C:20]([CH2:19][CH2:18][N:17]2[C:15](=[O:16])[CH2:14][N:11]2[CH2:12][CH2:13][NH:8][C@H:9]([CH3:31])[CH2:10]2)=[CH:21][CH:22]=1)(=[O:29])=[O:30], predict the reactants needed to synthesize it. The reactants are: C(OC([N:8]1[CH2:13][CH2:12][N:11]([CH2:14][C:15]([N:17]2[C:25]3[C:20](=[CH:21][CH:22]=[C:23]([S:26](=[O:30])(=[O:29])[NH:27][CH3:28])[CH:24]=3)[CH2:19][CH2:18]2)=[O:16])[CH2:10][C@H:9]1[CH3:31])=O)(C)(C)C.